Dataset: Reaction yield outcomes from USPTO patents with 853,638 reactions. Task: Predict the reaction yield, written as a fraction of the theoretical maximum amount of product (1.0 means a 100% yield; for example, 0.34 means a 34% yield). The reactants are [C:9](O[C:9]([O:11][C:12]([CH3:15])([CH3:14])[CH3:13])=[O:10])([O:11][C:12]([CH3:15])([CH3:14])[CH3:13])=[O:10].[NH:16]1[C:24]2[CH:23]=[CH:22][CH:21]=[C:20]([C:25]([O:27][CH3:28])=[O:26])[C:19]=2[CH:18]=[CH:17]1. The catalyst is CN(C1C=CN=CC=1)C.C(#N)C.C(OCC)(=O)C. The product is [N:16]1([C:9]([O:11][C:12]([CH3:13])([CH3:14])[CH3:15])=[O:10])[C:24]2[CH:23]=[CH:22][CH:21]=[C:20]([C:25]([O:27][CH3:28])=[O:26])[C:19]=2[CH:18]=[CH:17]1. The yield is 1.00.